This data is from Full USPTO retrosynthesis dataset with 1.9M reactions from patents (1976-2016). The task is: Predict the reactants needed to synthesize the given product. The reactants are: [CH3:1][O:2][C:3]1[C:4]([O:29][CH2:30][CH2:31][CH:32]2[CH2:36][CH2:35][CH2:34][N:33]2[CH3:37])=[CH:5][C:6]2[CH2:15][CH:14]([C:16]([CH3:21])([CH3:20])[CH2:17][O:18][CH3:19])[N:13]3[C:8](=[CH:9][C:10](=[O:27])[C:11]([C:22]([O:24]CC)=[O:23])=[CH:12]3)[C:7]=2[CH:28]=1.[Li+].[OH-].Cl. Given the product [CH3:1][O:2][C:3]1[C:4]([O:29][CH2:30][CH2:31][CH:32]2[CH2:36][CH2:35][CH2:34][N:33]2[CH3:37])=[CH:5][C:6]2[CH2:15][CH:14]([C:16]([CH3:20])([CH3:21])[CH2:17][O:18][CH3:19])[N:13]3[C:8](=[CH:9][C:10](=[O:27])[C:11]([C:22]([OH:24])=[O:23])=[CH:12]3)[C:7]=2[CH:28]=1, predict the reactants needed to synthesize it.